The task is: Predict the reactants needed to synthesize the given product.. This data is from Full USPTO retrosynthesis dataset with 1.9M reactions from patents (1976-2016). (1) Given the product [ClH:1].[ClH:1].[C:2]([C:6]1[CH:11]=[CH:10][C:9](/[CH:12]=[CH:13]/[CH:14]=[CH:15]/[C:16]([N:18]2[CH2:19][CH2:20][N:21]([CH2:24][CH2:25][CH2:26][N:27]3[CH2:32][CH2:31][N:30]([C:33](=[O:50])/[CH:34]=[CH:35]/[CH:36]=[CH:37]/[C:38]4[CH:43]=[CH:42][C:41]([C:44]([CH3:45])([CH3:47])[CH3:46])=[CH:40][C:39]=4[O:48][CH3:49])[CH2:29][CH2:28]3)[CH2:22][CH2:23]2)=[O:17])=[C:8]([O:51][CH3:52])[CH:7]=1)([CH3:3])([CH3:4])[CH3:5], predict the reactants needed to synthesize it. The reactants are: [ClH:1].[C:2]([C:6]1[CH:11]=[CH:10][C:9](/[CH:12]=[CH:13]/[CH:14]=[CH:15]/[C:16]([N:18]2[CH2:23][CH2:22][N:21]([CH2:24][CH2:25][CH2:26][N:27]3[CH2:32][CH2:31][N:30]([C:33](=[O:50])/[CH:34]=[CH:35]/[CH:36]=[CH:37]/[C:38]4[CH:43]=[CH:42][C:41]([C:44]([CH3:47])([CH3:46])[CH3:45])=[CH:40][C:39]=4[O:48][CH3:49])[CH2:29][CH2:28]3)[CH2:20][CH2:19]2)=[O:17])=[C:8]([O:51][CH3:52])[CH:7]=1)([CH3:5])([CH3:4])[CH3:3]. (2) Given the product [CH2:30]([O:33][C:34]1[CH:43]=[CH:42][C:37]([C:38]2[N:40]=[C:15]([C:13]3[N:14]=[C:3]4[C:2]([Cl:1])=[CH:7][C:6]([C:8]([F:9])([F:10])[F:11])=[CH:5][N:4]4[CH:12]=3)[O:17][N:39]=2)=[C:36]([Cl:44])[CH:35]=1)[CH:31]=[CH2:32], predict the reactants needed to synthesize it. The reactants are: [Cl:1][C:2]1[C:3]2[N:4]([CH:12]=[C:13]([C:15]([OH:17])=O)[N:14]=2)[CH:5]=[C:6]([C:8]([F:11])([F:10])[F:9])[CH:7]=1.CCN=C=NCCCN(C)C.Cl.[CH2:30]([O:33][C:34]1[CH:43]=[CH:42][C:37]([C:38](=[N:40]O)[NH2:39])=[C:36]([Cl:44])[CH:35]=1)[CH:31]=[CH2:32].